This data is from Catalyst prediction with 721,799 reactions and 888 catalyst types from USPTO. The task is: Predict which catalyst facilitates the given reaction. (1) Reactant: [F:1][C:2]([F:17])([F:16])[C:3](=O)[CH2:4][C:5]1[CH:14]=[CH:13][C:8]([C:9]([O:11][CH3:12])=[O:10])=[CH:7][CH:6]=1.[CH3:18][N:19]([CH3:21])[NH2:20].C(O)(=O)C. Product: [F:1][C:2]([F:17])([F:16])[C:3](=[N:20][N:19]([CH3:21])[CH3:18])[CH2:4][C:5]1[CH:14]=[CH:13][C:8]([C:9]([O:11][CH3:12])=[O:10])=[CH:7][CH:6]=1. The catalyst class is: 14. (2) Reactant: ClC1C=C([NH2:9])C=CC=1F.C(N(CC)CC)C.Cl[C:18]1[N:23]=[C:22]([Cl:24])[N:21]=[C:20]([CH2:25][CH2:26][CH3:27])[N:19]=1. Product: [Cl:24][C:22]1[N:21]=[C:20]([CH2:25][CH2:26][CH3:27])[N:19]=[C:18]([NH2:9])[N:23]=1. The catalyst class is: 20. (3) Reactant: [Cl:1][C:2]1[CH:3]=[C:4]([CH:26]=[CH:27][C:28]=1[Cl:29])[O:5][CH:6]1[CH2:11][CH2:10][N:9]([CH2:12][CH:13]2[CH2:18][CH2:17][CH2:16][N:15](C(OC(C)(C)C)=O)[CH2:14]2)[CH2:8][CH2:7]1.FC(F)(F)C(O)=O. Product: [Cl:1][C:2]1[CH:3]=[C:4]([CH:26]=[CH:27][C:28]=1[Cl:29])[O:5][CH:6]1[CH2:7][CH2:8][N:9]([CH2:12][CH:13]2[CH2:18][CH2:17][CH2:16][NH:15][CH2:14]2)[CH2:10][CH2:11]1. The catalyst class is: 4. (4) Reactant: [C:1]([O-])([O-])=O.[K+].[K+].[O:7]=[C:8]([CH2:14][CH2:15][CH2:16][CH2:17][CH2:18][CH3:19])[CH2:9][C:10]([O:12][CH3:13])=[O:11].CI. Product: [CH3:1][CH:9]([C:8](=[O:7])[CH2:14][CH2:15][CH2:16][CH2:17][CH2:18][CH3:19])[C:10]([O:12][CH3:13])=[O:11]. The catalyst class is: 21. (5) Reactant: S(Cl)([Cl:3])=O.[CH3:5][C:6]([CH2:11][CH2:12][CH:13]=[C:14]([CH3:21])[CH2:15][CH2:16][CH:17]=[C:18]([CH3:20])[CH3:19])=[CH:7][C:8](O)=[O:9].N1C=CC=CC=1. Product: [CH3:5][C:6]([CH2:11][CH2:12][CH:13]=[C:14]([CH3:21])[CH2:15][CH2:16][CH:17]=[C:18]([CH3:20])[CH3:19])=[CH:7][C:8]([Cl:3])=[O:9]. The catalyst class is: 2. (6) Reactant: [Si]([O:18][CH2:19][C@H:20]1[C@@:24]([CH3:26])([OH:25])[CH:23]=[CH:22][CH2:21]1)(C(C)(C)C)(C1C=CC=CC=1)C1C=CC=CC=1.[F-].C([N+](CCCC)(CCCC)CCCC)CCC. Product: [OH:18][CH2:19][C@H:20]1[C@@:24]([CH3:26])([OH:25])[CH:23]=[CH:22][CH2:21]1. The catalyst class is: 1. (7) Reactant: [Si:1](Cl)([C:4]([CH3:7])([CH3:6])[CH3:5])([CH3:3])[CH3:2].CC([Si](C)(C)O[CH2:15][C@:16]12[CH2:33][CH2:32][C@H:31]3[C@@H:21]([CH2:22][CH:23]=[C:24]4[C@:29]3([CH3:30])CCCC4)[C@@H:20]1[CH:19]=[CH:18][C:17]2=[O:34])(C)C.C[Al](C)C.[C:41]1(C)C=CC=CC=1.C[Si](Cl)(C)C.[O:53]1[CH2:57][CH2:56][CH2:55][CH2:54]1. Product: [CH3:5][C:4]([Si:1]([CH3:3])([CH3:2])[O:53][C@H:57]1[CH2:23][CH2:24][C@@:29]2([CH3:30])[C:55](=[CH:54][CH2:22][C@@H:21]3[C@@H:31]2[CH2:32][CH2:33][C@@:16]2([CH3:15])[C@H:20]3[C@@H:19]([CH3:41])[CH2:18][C:17]2=[O:34])[CH2:56]1)([CH3:7])[CH3:6]. The catalyst class is: 18.